From a dataset of NCI-60 drug combinations with 297,098 pairs across 59 cell lines. Regression. Given two drug SMILES strings and cell line genomic features, predict the synergy score measuring deviation from expected non-interaction effect. (1) Drug 1: CC12CCC3C(C1CCC2=O)CC(=C)C4=CC(=O)C=CC34C. Drug 2: CC1OCC2C(O1)C(C(C(O2)OC3C4COC(=O)C4C(C5=CC6=C(C=C35)OCO6)C7=CC(=C(C(=C7)OC)O)OC)O)O. Cell line: HCC-2998. Synergy scores: CSS=38.6, Synergy_ZIP=-0.357, Synergy_Bliss=3.82, Synergy_Loewe=4.87, Synergy_HSA=5.90. (2) Drug 1: CC12CCC(CC1=CCC3C2CCC4(C3CC=C4C5=CN=CC=C5)C)O. Drug 2: CCCCCOC(=O)NC1=NC(=O)N(C=C1F)C2C(C(C(O2)C)O)O. Cell line: SF-295. Synergy scores: CSS=7.44, Synergy_ZIP=-2.82, Synergy_Bliss=1.11, Synergy_Loewe=0.517, Synergy_HSA=1.75. (3) Drug 1: C1=C(C(=O)NC(=O)N1)F. Drug 2: CCCCCOC(=O)NC1=NC(=O)N(C=C1F)C2C(C(C(O2)C)O)O. Cell line: COLO 205. Synergy scores: CSS=55.9, Synergy_ZIP=-4.80, Synergy_Bliss=-10.9, Synergy_Loewe=-16.6, Synergy_HSA=-11.2. (4) Drug 1: C1C(C(OC1N2C=NC3=C(N=C(N=C32)Cl)N)CO)O. Drug 2: CCN(CC)CCCC(C)NC1=C2C=C(C=CC2=NC3=C1C=CC(=C3)Cl)OC. Cell line: UACC-257. Synergy scores: CSS=4.76, Synergy_ZIP=-6.56, Synergy_Bliss=-4.88, Synergy_Loewe=-5.84, Synergy_HSA=-3.30. (5) Drug 1: CN(CC1=CN=C2C(=N1)C(=NC(=N2)N)N)C3=CC=C(C=C3)C(=O)NC(CCC(=O)O)C(=O)O. Drug 2: CS(=O)(=O)OCCCCOS(=O)(=O)C. Cell line: T-47D. Synergy scores: CSS=-4.35, Synergy_ZIP=1.19, Synergy_Bliss=-1.14, Synergy_Loewe=-4.93, Synergy_HSA=-5.36. (6) Drug 1: C1CCC(CC1)NC(=O)N(CCCl)N=O. Drug 2: C1=CN(C(=O)N=C1N)C2C(C(C(O2)CO)O)O.Cl. Cell line: RPMI-8226. Synergy scores: CSS=39.7, Synergy_ZIP=2.46, Synergy_Bliss=3.24, Synergy_Loewe=0.782, Synergy_HSA=2.99. (7) Drug 1: C1CN1P(=S)(N2CC2)N3CC3. Drug 2: C1=CC=C(C=C1)NC(=O)CCCCCCC(=O)NO. Cell line: OVCAR-4. Synergy scores: CSS=3.52, Synergy_ZIP=-3.24, Synergy_Bliss=-1.94, Synergy_Loewe=-5.49, Synergy_HSA=-2.08. (8) Drug 1: CCN(CC)CCCC(C)NC1=C2C=C(C=CC2=NC3=C1C=CC(=C3)Cl)OC. Drug 2: C1CCC(C(C1)N)N.C(=O)(C(=O)[O-])[O-].[Pt+4]. Cell line: HL-60(TB). Synergy scores: CSS=40.5, Synergy_ZIP=-2.95, Synergy_Bliss=0.453, Synergy_Loewe=-10.9, Synergy_HSA=1.69. (9) Drug 1: CC1CCCC2(C(O2)CC(NC(=O)CC(C(C(=O)C(C1O)C)(C)C)O)C(=CC3=CSC(=N3)C)C)C. Drug 2: CC1C(C(CC(O1)OC2CC(CC3=C2C(=C4C(=C3O)C(=O)C5=CC=CC=C5C4=O)O)(C(=O)C)O)N)O. Cell line: DU-145. Synergy scores: CSS=40.0, Synergy_ZIP=3.18, Synergy_Bliss=3.08, Synergy_Loewe=2.27, Synergy_HSA=2.03. (10) Drug 1: CNC(=O)C1=CC=CC=C1SC2=CC3=C(C=C2)C(=NN3)C=CC4=CC=CC=N4. Drug 2: C1C(C(OC1N2C=NC3=C(N=C(N=C32)Cl)N)CO)O. Cell line: A549. Synergy scores: CSS=-2.46, Synergy_ZIP=-1.69, Synergy_Bliss=-5.33, Synergy_Loewe=-7.65, Synergy_HSA=-7.61.